Dataset: Forward reaction prediction with 1.9M reactions from USPTO patents (1976-2016). Task: Predict the product of the given reaction. Given the reactants [CH3:1][O:2][C:3]1[CH:4]=[C:5]([O:15][C:16]2[CH:17]=[N:18][C:19]([CH2:22][O:23][CH3:24])=[CH:20][CH:21]=2)[CH:6]=[C:7]2[C:11]=1[NH:10][C:9]([C:12]([NH2:14])=O)=[CH:8]2.COC1C=CC(P2(SP(C3C=CC(OC)=CC=3)(=S)S2)=[S:34])=CC=1, predict the reaction product. The product is: [CH3:1][O:2][C:3]1[CH:4]=[C:5]([O:15][C:16]2[CH:17]=[N:18][C:19]([CH2:22][O:23][CH3:24])=[CH:20][CH:21]=2)[CH:6]=[C:7]2[C:11]=1[NH:10][C:9]([C:12](=[S:34])[NH2:14])=[CH:8]2.